Dataset: Retrosynthesis with 50K atom-mapped reactions and 10 reaction types from USPTO. Task: Predict the reactants needed to synthesize the given product. Given the product CN1NC(S(N)(=O)=O)=[SH]C1=NC(=O)CN, predict the reactants needed to synthesize it. The reactants are: CN1NC(S(N)(=O)=O)=[SH]C1=NC(=O)CNC(=O)OCc1ccccc1.